Dataset: Full USPTO retrosynthesis dataset with 1.9M reactions from patents (1976-2016). Task: Predict the reactants needed to synthesize the given product. (1) Given the product [Br:1][C:2]1[CH:3]=[C:4]2[C@:15]3([CH2:19][S:18][C:17]([NH2:20])=[N:16]3)[C:14]3[C:9](=[CH:10][CH:11]=[C:12]([C:30]4[CH:31]=[N:32][CH:33]=[CH:34][C:29]=4[F:28])[CH:13]=3)[O:8][C:5]2=[N:6][CH:7]=1, predict the reactants needed to synthesize it. The reactants are: [Br:1][C:2]1[CH:3]=[C:4]2[C@:15]3([CH2:19][S:18][C:17]([NH2:20])=[N:16]3)[C:14]3[C:9](=[CH:10][CH:11]=[C:12](I)[CH:13]=3)[O:8][C:5]2=[N:6][CH:7]=1.C(=O)([O-])[O-].[K+].[K+].[F:28][C:29]1[CH:34]=[CH:33][N:32]=[CH:31][C:30]=1B(O)O.O1CCOCC1. (2) Given the product [Br:22][C:23]1[N:24]=[C:25]([CH2:29][N:8]2[CH2:7][CH:6]3[CH2:12][O:13][CH2:14][CH2:15][N:5]3[C:4]3[N:3]=[C:2]([Cl:1])[N:11]=[CH:10][C:9]2=3)[CH:26]=[CH:27][CH:28]=1, predict the reactants needed to synthesize it. The reactants are: [Cl:1][C:2]1[N:11]=[CH:10][C:9]2[NH:8][CH2:7][CH:6]3[CH2:12][O:13][CH2:14][CH2:15][N:5]3[C:4]=2[N:3]=1.CC(C)([O-])C.[Na+].[Br:22][C:23]1[CH:28]=[CH:27][CH:26]=[C:25]([CH2:29]Br)[N:24]=1. (3) Given the product [NH2:7][CH:8]([C:10]1[C:11]([O:30][CH2:31][CH3:32])=[C:12]([C:19]2[CH:24]=[CH:23][C:22]([C:25]([N:27]([CH3:28])[CH3:29])=[O:26])=[N:21][CH:20]=2)[C:13]([C:17]#[N:18])=[C:14]([Cl:16])[CH:15]=1)[CH3:9], predict the reactants needed to synthesize it. The reactants are: C(OC(=O)[NH:7][CH:8]([C:10]1[CH:15]=[C:14]([Cl:16])[C:13]([C:17]#[N:18])=[C:12]([C:19]2[CH:20]=[N:21][C:22]([C:25]([N:27]([CH3:29])[CH3:28])=[O:26])=[CH:23][CH:24]=2)[C:11]=1[O:30][CH2:31][CH3:32])[CH3:9])(C)(C)C.Cl. (4) Given the product [C:24]([C:26]1[C@@H:27]2[N:41]([CH3:42])[C@H:30]([CH2:31][C:32]=1[Re:47](=[C:50]=[O:51])(=[C:48]=[O:49])(=[C:52]=[O:53])[CH:54]1[CH:55]=[CH:56][CH:57]=[CH:58]1)[CH2:29][CH2:28]2)([O:23][CH3:22])=[O:25], predict the reactants needed to synthesize it. The reactants are: [As](C1C=CC=CC=1)(C1C=CC=CC=1)C1C=CC=CC=1.[Li+].[Cl-].[CH3:22][O:23][C:24]([C:26]1[CH:27]2[N:41]([CH3:42])[CH:30]([CH2:31][C:32]=1OS(C(F)(F)F)(=O)=O)[CH2:29][CH2:28]2)=[O:25].C[Sn]([Re:47]([CH:54]1[CH:58]=[CH:57][CH:56]=[CH:55]1)(=[C:52]=[O:53])(=[C:50]=[O:51])=[C:48]=[O:49])(C)C. (5) The reactants are: [C:1]1(P([C:2]2[CH:3]=[CH:4]C=[CH:6][CH:1]=2)[C:2]2[CH:3]=[CH:4]C=[CH:6][CH:1]=2)[CH:6]=C[CH:4]=[CH:3][CH:2]=1.C(O)(=O)CCC#C.[NH2:27][C:28]1[CH:33]=[CH:32][CH:31]=[CH:30][C:29]=1[OH:34].CCN(CC)CC.C(Cl)(Cl)(Cl)Cl. Given the product [CH2:3]([C:4]1[O:34][C:29]2[CH:30]=[CH:31][CH:32]=[CH:33][C:28]=2[N:27]=1)[CH2:2][C:1]#[CH:6], predict the reactants needed to synthesize it. (6) Given the product [CH3:26][C:2]1[CH:7]=[C:6]([C:8]2[O:9][C:10]([C:13]3[S:20][C:19]([CH3:21])=[C:18]4[C:14]=3[CH2:15][C@H:16]3[C:22]([CH3:24])([CH3:23])[C@H:17]34)=[N:11][N:12]=2)[CH:5]=[C:4]([CH3:25])[N:3]=1, predict the reactants needed to synthesize it. The reactants are: Cl[C:2]1[CH:7]=[C:6]([C:8]2[O:9][C:10]([C:13]3[S:20][C:19]([CH3:21])=[C:18]4[C:14]=3[CH2:15][C@H:16]3[C:22]([CH3:24])([CH3:23])[C@H:17]34)=[N:11][N:12]=2)[CH:5]=[C:4]([CH3:25])[N:3]=1.[CH3:26]N1C(=O)CCC1.C[Mg]I. (7) Given the product [Br:15][CH2:1][C:2]1[CH:11]=[CH:10][C:5]([C:6]([O:8][CH3:9])=[O:7])=[C:4]([N+:12]([O-:14])=[O:13])[CH:3]=1, predict the reactants needed to synthesize it. The reactants are: [CH3:1][C:2]1[CH:11]=[CH:10][C:5]([C:6]([O:8][CH3:9])=[O:7])=[C:4]([N+:12]([O-:14])=[O:13])[CH:3]=1.[Br:15]N1C(=O)CCC1=O.C(OOC(=O)C1C=CC=CC=1)(=O)C1C=CC=CC=1. (8) Given the product [ClH:31].[NH2:3][CH:12]1[CH2:13][CH2:14][N:15]([C:18]([O:20][C:21]([CH3:24])([CH3:23])[CH3:22])=[O:19])[CH2:16][CH2:17]1, predict the reactants needed to synthesize it. The reactants are: O=C1C2C(=CC=CC=2)C(=O)[N:3]1[CH:12]1[CH2:17][CH2:16][N:15]([C:18]([O:20][C:21]([CH3:24])([CH3:23])[CH3:22])=[O:19])[CH2:14][CH2:13]1.C(O)C.O.NN.[ClH:31].O1CCOCC1. (9) Given the product [CH2:1]([CH:5]([CH2:11][C:12]1[CH:17]=[CH:16][C:15]([O:18][CH2:19][CH2:20][NH:21][C:22]([C:24]2[CH:25]=[CH:26][C:27]([O:30][CH3:31])=[N:28][CH:29]=2)=[O:23])=[CH:14][CH:13]=1)[C:6]([OH:8])=[O:7])[CH2:2][CH2:3][CH3:4], predict the reactants needed to synthesize it. The reactants are: [CH2:1]([CH:5]([CH2:11][C:12]1[CH:17]=[CH:16][C:15]([O:18][CH2:19][CH2:20][NH:21][C:22]([C:24]2[CH:25]=[CH:26][C:27]([O:30][CH3:31])=[N:28][CH:29]=2)=[O:23])=[CH:14][CH:13]=1)[C:6]([O:8]CC)=[O:7])[CH2:2][CH2:3][CH3:4].[OH-].[Na+].